This data is from NCI-60 drug combinations with 297,098 pairs across 59 cell lines. The task is: Regression. Given two drug SMILES strings and cell line genomic features, predict the synergy score measuring deviation from expected non-interaction effect. (1) Drug 1: CN(CCCl)CCCl.Cl. Drug 2: C1C(C(OC1N2C=NC(=NC2=O)N)CO)O. Cell line: SK-MEL-5. Synergy scores: CSS=1.22, Synergy_ZIP=-0.954, Synergy_Bliss=3.68, Synergy_Loewe=-0.0576, Synergy_HSA=1.07. (2) Synergy scores: CSS=-2.90, Synergy_ZIP=2.95, Synergy_Bliss=4.28, Synergy_Loewe=-0.315, Synergy_HSA=-1.30. Drug 1: C1=NNC2=C1C(=O)NC=N2. Cell line: SK-MEL-28. Drug 2: CC(C)NC(=O)C1=CC=C(C=C1)CNNC.Cl. (3) Drug 1: C1=NC2=C(N=C(N=C2N1C3C(C(C(O3)CO)O)F)Cl)N. Drug 2: N.N.Cl[Pt+2]Cl. Cell line: RXF 393. Synergy scores: CSS=6.35, Synergy_ZIP=-2.07, Synergy_Bliss=-3.78, Synergy_Loewe=-2.03, Synergy_HSA=-3.01. (4) Drug 1: CC1C(C(CC(O1)OC2CC(CC3=C2C(=C4C(=C3O)C(=O)C5=C(C4=O)C(=CC=C5)OC)O)(C(=O)CO)O)N)O.Cl. Drug 2: C(CCl)NC(=O)N(CCCl)N=O. Cell line: HCT-15. Synergy scores: CSS=11.7, Synergy_ZIP=-5.59, Synergy_Bliss=-3.34, Synergy_Loewe=-21.8, Synergy_HSA=-1.71. (5) Synergy scores: CSS=4.76, Synergy_ZIP=-2.60, Synergy_Bliss=-2.48, Synergy_Loewe=-3.68, Synergy_HSA=-4.03. Cell line: MDA-MB-435. Drug 2: CCCCC(=O)OCC(=O)C1(CC(C2=C(C1)C(=C3C(=C2O)C(=O)C4=C(C3=O)C=CC=C4OC)O)OC5CC(C(C(O5)C)O)NC(=O)C(F)(F)F)O. Drug 1: CC(CN1CC(=O)NC(=O)C1)N2CC(=O)NC(=O)C2. (6) Drug 1: CN1CCC(CC1)COC2=C(C=C3C(=C2)N=CN=C3NC4=C(C=C(C=C4)Br)F)OC. Drug 2: CC1=C2C(C(=O)C3(C(CC4C(C3C(C(C2(C)C)(CC1OC(=O)C(C(C5=CC=CC=C5)NC(=O)C6=CC=CC=C6)O)O)OC(=O)C7=CC=CC=C7)(CO4)OC(=O)C)O)C)OC(=O)C. Cell line: CAKI-1. Synergy scores: CSS=56.7, Synergy_ZIP=-4.96, Synergy_Bliss=-0.0828, Synergy_Loewe=-4.59, Synergy_HSA=5.51. (7) Drug 1: C1=C(C(=O)NC(=O)N1)N(CCCl)CCCl. Drug 2: C1=CN(C=N1)CC(O)(P(=O)(O)O)P(=O)(O)O. Cell line: MDA-MB-231. Synergy scores: CSS=-0.329, Synergy_ZIP=-9.60, Synergy_Bliss=-16.1, Synergy_Loewe=-17.8, Synergy_HSA=-14.9.